Task: Regression. Given two drug SMILES strings and cell line genomic features, predict the synergy score measuring deviation from expected non-interaction effect.. Dataset: NCI-60 drug combinations with 297,098 pairs across 59 cell lines (1) Drug 1: CC12CCC3C(C1CCC2=O)CC(=C)C4=CC(=O)C=CC34C. Drug 2: CC1OCC2C(O1)C(C(C(O2)OC3C4COC(=O)C4C(C5=CC6=C(C=C35)OCO6)C7=CC(=C(C(=C7)OC)O)OC)O)O. Cell line: CCRF-CEM. Synergy scores: CSS=79.4, Synergy_ZIP=0.218, Synergy_Bliss=0.0614, Synergy_Loewe=0.241, Synergy_HSA=0.844. (2) Synergy scores: CSS=21.2, Synergy_ZIP=-7.29, Synergy_Bliss=-4.26, Synergy_Loewe=0.677, Synergy_HSA=1.10. Cell line: CAKI-1. Drug 2: COCCOC1=C(C=C2C(=C1)C(=NC=N2)NC3=CC=CC(=C3)C#C)OCCOC.Cl. Drug 1: CN(C)N=NC1=C(NC=N1)C(=O)N. (3) Drug 1: B(C(CC(C)C)NC(=O)C(CC1=CC=CC=C1)NC(=O)C2=NC=CN=C2)(O)O. Drug 2: CC1CC(C(C(C=C(C(C(C=CC=C(C(=O)NC2=CC(=O)C(=C(C1)C2=O)OC)C)OC)OC(=O)N)C)C)O)OC. Cell line: OVCAR3. Synergy scores: CSS=56.2, Synergy_ZIP=1.67, Synergy_Bliss=1.77, Synergy_Loewe=-8.50, Synergy_HSA=1.34. (4) Drug 1: CNC(=O)C1=CC=CC=C1SC2=CC3=C(C=C2)C(=NN3)C=CC4=CC=CC=N4. Drug 2: CC1=C2C(C(=O)C3(C(CC4C(C3C(C(C2(C)C)(CC1OC(=O)C(C(C5=CC=CC=C5)NC(=O)OC(C)(C)C)O)O)OC(=O)C6=CC=CC=C6)(CO4)OC(=O)C)OC)C)OC. Cell line: HOP-92. Synergy scores: CSS=23.2, Synergy_ZIP=-0.196, Synergy_Bliss=-2.64, Synergy_Loewe=-22.8, Synergy_HSA=-2.93. (5) Drug 1: C1CCC(C1)C(CC#N)N2C=C(C=N2)C3=C4C=CNC4=NC=N3. Drug 2: C1=CC(=CC=C1CC(C(=O)O)N)N(CCCl)CCCl.Cl. Cell line: HOP-62. Synergy scores: CSS=23.1, Synergy_ZIP=0.542, Synergy_Bliss=3.33, Synergy_Loewe=-1.24, Synergy_HSA=-0.881. (6) Drug 1: C1=C(C(=O)NC(=O)N1)N(CCCl)CCCl. Drug 2: CC(C)CN1C=NC2=C1C3=CC=CC=C3N=C2N. Cell line: SK-MEL-5. Synergy scores: CSS=12.0, Synergy_ZIP=-7.87, Synergy_Bliss=-2.04, Synergy_Loewe=-4.98, Synergy_HSA=-4.33. (7) Drug 1: CCC1=CC2CC(C3=C(CN(C2)C1)C4=CC=CC=C4N3)(C5=C(C=C6C(=C5)C78CCN9C7C(C=CC9)(C(C(C8N6C)(C(=O)OC)O)OC(=O)C)CC)OC)C(=O)OC.C(C(C(=O)O)O)(C(=O)O)O. Drug 2: CCCS(=O)(=O)NC1=C(C(=C(C=C1)F)C(=O)C2=CNC3=C2C=C(C=N3)C4=CC=C(C=C4)Cl)F. Cell line: CAKI-1. Synergy scores: CSS=39.6, Synergy_ZIP=-1.14, Synergy_Bliss=-1.67, Synergy_Loewe=-10.3, Synergy_HSA=0.521. (8) Drug 1: C1CNP(=O)(OC1)N(CCCl)CCCl. Drug 2: CC12CCC3C(C1CCC2OP(=O)(O)O)CCC4=C3C=CC(=C4)OC(=O)N(CCCl)CCCl.[Na+]. Cell line: OVCAR-4. Synergy scores: CSS=8.37, Synergy_ZIP=1.95, Synergy_Bliss=4.83, Synergy_Loewe=1.24, Synergy_HSA=2.45. (9) Drug 1: CS(=O)(=O)CCNCC1=CC=C(O1)C2=CC3=C(C=C2)N=CN=C3NC4=CC(=C(C=C4)OCC5=CC(=CC=C5)F)Cl. Drug 2: C1=CC=C(C(=C1)C(C2=CC=C(C=C2)Cl)C(Cl)Cl)Cl. Cell line: SNB-19. Synergy scores: CSS=-0.372, Synergy_ZIP=0.460, Synergy_Bliss=0.772, Synergy_Loewe=-1.00, Synergy_HSA=-0.717.